From a dataset of Reaction yield outcomes from USPTO patents with 853,638 reactions. Predict the reaction yield, written as a fraction of the theoretical maximum amount of product (1.0 means a 100% yield; for example, 0.34 means a 34% yield). The reactants are [NH2:1][C:2]1[CH:3]=[CH:4][C:5]([C:12]#[N:13])=[C:6]([C:8]([F:11])([F:10])[F:9])[CH:7]=1.C(OCCCC)(=O)C.[C:22]1(=[O:28])[O:27][C:25](=[O:26])[CH:24]=[CH:23]1. The catalyst is CCCCCCC. The product is [C:12]([C:5]1[CH:4]=[CH:3][C:2]([NH:1][C:22]([CH:23]=[CH:24][C:25]([OH:27])=[O:26])=[O:28])=[CH:7][C:6]=1[C:8]([F:9])([F:10])[F:11])#[N:13]. The yield is 0.950.